From a dataset of Full USPTO retrosynthesis dataset with 1.9M reactions from patents (1976-2016). Predict the reactants needed to synthesize the given product. (1) Given the product [CH2:20]([O:27][C:28](=[O:35])[CH2:29][NH:30][C:31](=[O:34])[CH2:32][NH:33][C:36](=[O:37])[CH2:16][CH2:17][C:9](=[O:10])[CH2:8][C:6]([O:5][C:1]([CH3:2])([CH3:3])[CH3:4])=[O:7])[C:21]1[CH:22]=[CH:23][CH:24]=[CH:25][CH:26]=1, predict the reactants needed to synthesize it. The reactants are: [C:1]([O:5][C:6]([CH2:8][C:9](NCC(O)=O)=[O:10])=[O:7])([CH3:4])([CH3:3])[CH3:2].[CH2:16](Cl)[CH2:17]Cl.[CH2:20]([O:27][C:28](=[O:35])[CH2:29][NH:30][C:31](=[O:34])[CH2:32][NH2:33])[C:21]1[CH:26]=[CH:25][CH:24]=[CH:23][CH:22]=1.[C:36](O)(C(F)(F)F)=[O:37].C(N(CC)CC)C. (2) The reactants are: Cl.[NH2:2][C:3]([NH2:5])=[NH:4].[H-].[Na+].Cl[C:9]1[C:18]2[C:13](=[CH:14][CH:15]=[C:16]([S:19]([N:22]3[CH2:27][CH2:26][CH2:25][CH2:24][C@@H:23]3[C:28]([O:30][C:31]([CH3:34])([CH3:33])[CH3:32])=[O:29])(=[O:21])=[O:20])[CH:17]=2)[C:12]([Cl:35])=[CH:11][N:10]=1. Given the product [NH3:2].[Cl:35][C:12]1[C:13]2[C:18](=[CH:17][C:16]([S:19]([N:22]3[CH2:27][CH2:26][CH2:25][CH2:24][C@@H:23]3[C:28]([O:30][C:31]([CH3:34])([CH3:33])[CH3:32])=[O:29])(=[O:20])=[O:21])=[CH:15][CH:14]=2)[C:9]([NH:4][C:3]([NH2:5])=[NH:2])=[N:10][CH:11]=1, predict the reactants needed to synthesize it. (3) Given the product [F:9][C:10]1[C:15]([I:17])=[CH:14][CH:13]=[C:12]([F:16])[N:11]=1, predict the reactants needed to synthesize it. The reactants are: C([N-]C(C)C)(C)C.[Li+].[F:9][C:10]1[CH:15]=[CH:14][CH:13]=[C:12]([F:16])[N:11]=1.[I:17]I.